Dataset: Forward reaction prediction with 1.9M reactions from USPTO patents (1976-2016). Task: Predict the product of the given reaction. (1) Given the reactants [CH:1]1[CH:2]=[C:3]([N:9]2[CH2:14][CH2:13][N:12]([CH2:15][CH2:16][CH2:17][CH2:18][O:19][C:20]3[CH:21]=[CH:22][C:23]4[CH2:30][CH2:29][C:27](=[O:28])[NH:26][C:24]=4[CH:25]=3)[CH2:11][CH2:10]2)[C:4]([Cl:8])=[C:5]([Cl:7])[CH:6]=1.C(N(CC)CC)C.[CH2:38]([N:40]=[C:41]=[O:42])[CH3:39], predict the reaction product. The product is: [Cl:8][C:4]1[C:5]([Cl:7])=[CH:6][CH:1]=[CH:2][C:3]=1[N:9]1[CH2:14][CH2:13][N:12]([CH2:15][CH2:16][CH2:17][CH2:18][O:19][C:20]2[CH:25]=[C:24]3[C:23]([CH2:30][CH2:29][C:27](=[O:28])[N:26]3[C:41]([NH:40][CH2:38][CH3:39])=[O:42])=[CH:22][CH:21]=2)[CH2:11][CH2:10]1. (2) Given the reactants [CH3:1][S:2]([C:4]1[CH:19]=[CH:18][C:7]([O:8][C:9]2[CH:10]=[CH:11][C:12]([N+:15]([O-])=O)=[N:13][CH:14]=2)=[CH:6][CH:5]=1)=[O:3], predict the reaction product. The product is: [CH3:1][S:2]([C:4]1[CH:19]=[CH:18][C:7]([O:8][C:9]2[CH:10]=[CH:11][C:12]([NH2:15])=[N:13][CH:14]=2)=[CH:6][CH:5]=1)=[O:3].